From a dataset of Experimentally validated miRNA-target interactions with 360,000+ pairs, plus equal number of negative samples. Binary Classification. Given a miRNA mature sequence and a target amino acid sequence, predict their likelihood of interaction. (1) The miRNA is hsa-miR-6125 with sequence GCGGAAGGCGGAGCGGCGGA. The protein sequence of the target gene is MAQKPLSTAAAERMNLVGQDEIWKYRLKAESEARQNWPQNWGFLTTPFEELIKCEEDLPTPKPKIELPERFRIRPVTPVEKYIKVFPSPPVPQTTQGFIGWRSAVPGLNKCLELDDAIRSCKGAFARELCWPKQGVH. Result: 0 (no interaction). (2) The miRNA is hsa-miR-103a-2-5p with sequence AGCUUCUUUACAGUGCUGCCUUG. The protein sequence of the target gene is MRQKHYLEAAARGLHDSCPGQARYLLWAYTSSHDDKSTFEETCPYCFQLLVLDNSRVRLKPKARLTPKIQKLLNREARNYTLSFKEAKMVKKFKDSKSVLLITCKTCNRTVKHHGKSRSFVSTLKSNPATPTSKLSLKTPERRTANPNHDMSGSKGKSPASVFRTPTSGQSVSTCSSKNTSKTKKHFSQLKMLLSQNESQKIPKVDFRNFLSSLKGGLLK. Result: 0 (no interaction). (3) The miRNA is hsa-miR-510-5p with sequence UACUCAGGAGAGUGGCAAUCAC. The protein sequence of the target gene is MRLLPLAPGRLRRGSPRHLPSCSPALLLLVLGGCLGVFGVAAGTRRPNVVLLLTDDQDEVLGGMTPLKKTKALIGEMGMTFSSAYVPSALCCPSRASILTGKYPHNHHVVNNTLEGNCSSKSWQKIQEPNTFPAILRSMCGYQTFFAGKYLNEYGAPDAGGLEHVPLGWSYWYALEKNSKYYNYTLSINGKARKHGENYSVDYLTDVLANVSLDFLDYKSNFEPFFMMIATPAPHSPWTAAPQYQKAFQNVFAPRNKNFNIHGTNKHWLIRQAKTPMTNSSIQFLDNAFRKRWQTLLSVD.... Result: 1 (interaction). (4) The miRNA is mmu-miR-201-5p with sequence UACUCAGUAAGGCAUUGUUCUU. The protein sequence of the target gene is MPNVLLPPKESNLFKRILKCYEQKQYKNGLKFCKMILSNPKFAEHGETLAMKGLTLNCLGKKEEAYEFVRKGLRNDVKSHVCWHVYGLLQRSDKKYDEAIKCYRNALKLDKDNLQILRDLSLLQIQMRDLEGYRETRYQLLQLRPTQRASWIGYAIAYHLLKDYDMALKLLEEFRQTQQVPPNKIDYEYSELILYQNQVMREADLLQESLEHIEMYEKQICDKLLVEEIKGEILLKLGRLKEASEVFKNLIDRNAENWCYYEGLEKALQISTLEERLQIYEEISKQHPKAITPRRLPLTL.... Result: 0 (no interaction). (5) The miRNA is hsa-miR-4747-3p with sequence AAGGCCCGGGCUUUCCUCCCAG. The protein sequence of the target gene is MRYKTSLVMRKRLRLYRNTLKESSSSSGHHGPQLTAASSPSVFPGLHEEPPQASPSRPLNGLLRLGLPGDMYARPEPFPPGPAARSDALAAAAALHGYGGMNLTVNLAAPHGPGAFFRYMRQPIKQELICKWLAADGTATPSLCSKTFSTMHELVTHVTVEHVGGPEQANHICFWEECPRQGKPFKAKYKLVNHIRVHTGEKPFPCPFPGCGKVFARSENLKIHKRTHTGEKPFRCEFEGCERRFANSSDRKKHSHVHTSDKPYTCKVRGCDKCYTHPSSLRKHMKVHGRSPPPSSGYDS.... Result: 0 (no interaction). (6) The miRNA is mmu-miR-1930-5p with sequence ACCUCCAUAGUACCUGCAGCGU. The protein sequence of the target gene is MGRVPLAWWLALCCWGCAAHKDTQTEAGSPFVGNPGNITGARGLTGTLRCELQVQGEPPEVVWLRDGQILELADNTQTQVPLGEDWQDEWKVVSQLRISALQLSDAGEYQCMVHLEGRTFVSQPGFVGLEGLPYFLEEPEDKAVPANTPFNLSCQAQGPPEPVTLLWLQDAVPLAPVTGHSSQHSLQTPGLNKTSSFSCEAHNAKGVTTSRTATITVLPQRPHHLHVVSRQPTELEVAWTPGLSGIYPLTHCNLQAVLSDDGVGIWLGKSDPPEDPLTLQVSVPPHQLRLEKLLPHTPYH.... Result: 1 (interaction). (7) The miRNA is mmu-miR-200c-3p with sequence UAAUACUGCCGGGUAAUGAUGGA. The protein sequence of the target gene is MATVLSRALKLPGKKSPDLGEYDPLTQADSDESEDDLVLNLQKNGGVKNGKSPLGEAPEPDSDAEVAEAAKPHLSEVTTEGYPSEPLGGLEQKAASSLVSYVRTSVFLLTLGISMILVLLCAFLIPCPPRDLHSTWSRHLGSQGGGDLSPLELADVNGDGLRDVLLSFVMSRNGSAVGVSRPAANLVCLSGMNGSTLWSSLLPEEARDITCLELMPGSLAETICLVTGTHKMLSAFNATSGKAIWTLNPNYLSNGTLAAPVVVLPDLDEDGVRDLVVLAIGELQPDLCFLLVSGRTGNPV.... Result: 0 (no interaction). (8) The miRNA is cel-miR-799 with sequence UGAACCCUGAUAAAGCUAGUGG. The protein sequence of the target gene is MDAAGESEEPVSGEALSIAHALSHPPESYGNDPDIEMAWAIRAMQHAEVYYKLISSVDPQFLKLTKVDDQIYSEFREIFETLRVDVLDPEELKSESAKEKWRPFCLKFEGIVEDYNYGTLLRLDCSQGYTEENTIFAPRIQFFAIEIARNREGYNKAVSVSIQDKEGEEGAGNKEEAAEKGADSGGEKEEGANREGEK. Result: 0 (no interaction). (9) The miRNA is rno-miR-29c-3p with sequence UAGCACCAUUUGAAAUCGGUUA. The protein sequence of the target gene is MSATDRMGPRAVPGLRLALLLLLVLGTPKSGVQGQEGLDFPEYDGVDRVINVNAKNYKNVFKKYEVLALLYHEPPEDDKASQRQFEMEELILELAAQVLEDKGVGFGLVDSEKDAAVAKKLGLTEVDSMYVFKGDEVIEYDGEFSADTIVEFLLDVLEDPVELIEGERELQAFENIEDEIKLIGYFKSKDSEHYKAFEDAAEEFHPYIPFFATFDSKVAKKLTLKLNEIDFYEAFMEEPVTIPDKPNSEEEIVNFVEEHRRSTLRKLKPESMYETWEDDMDGIHIVAFAEEADPDGFEFL.... Result: 0 (no interaction). (10) The miRNA is hsa-miR-190a-3p with sequence CUAUAUAUCAAACAUAUUCCU. The protein sequence of the target gene is MVKLLPAQEAAKIYHTNYVRNSRAVGVMWGTLTICFSVLVMALFIQPYWIGDSVNTPQAGYFGLFSYCVGNVLSSELICKGGPLDFSSIPSRAFKTAMFFVALGMFLIIGSIICFSLFFICNTATVYKICAWMQLAAATGLMIGCLVYPDGWDSSEVRRMCGEQTGKYTLGHCTIRWAFMLAILSIGDALILSFLAFVLGYRQDKLLPDDYKADGTEEV. Result: 1 (interaction).